This data is from Full USPTO retrosynthesis dataset with 1.9M reactions from patents (1976-2016). The task is: Predict the reactants needed to synthesize the given product. (1) Given the product [Cl:1][C:2]1[CH:3]=[C:4]([CH:8]([O:13][Si:14]([CH2:15][CH3:16])([CH2:19][CH3:20])[CH2:17][CH3:18])[CH2:9][NH2:10])[CH:5]=[CH:6][CH:7]=1, predict the reactants needed to synthesize it. The reactants are: [Cl:1][C:2]1[CH:3]=[C:4]([CH:8]([O:13][Si:14]([CH2:19][CH3:20])([CH2:17][CH3:18])[CH2:15][CH3:16])[CH2:9][N+:10]([O-])=O)[CH:5]=[CH:6][CH:7]=1. (2) Given the product [CH3:3][CH:2]([C:4]1[N:8]([CH2:9][CH2:10][C@@H:11]([OH:19])[CH2:12][C@@H:13]([OH:18])[CH2:14][C:15]([O-:17])=[O:16])[C:7]([C:20]2[CH:21]=[CH:22][C:23]([F:26])=[CH:24][CH:25]=2)=[C:6]([C:27]2[CH:28]=[CH:29][CH:30]=[CH:31][CH:32]=2)[C:5]=1[C:33]([NH:35][C:36]1[CH:37]=[CH:38][CH:39]=[CH:40][CH:41]=1)=[O:34])[CH3:1].[CH3:3][CH:2]([C:4]1[N:8]([CH2:9][CH2:10][C@@H:11]([OH:19])[CH2:12][C@@H:13]([OH:18])[CH2:14][C:15]([O-:17])=[O:16])[C:7]([C:20]2[CH:21]=[CH:22][C:23]([F:26])=[CH:24][CH:25]=2)=[C:6]([C:27]2[CH:28]=[CH:29][CH:30]=[CH:31][CH:32]=2)[C:5]=1[C:33]([NH:35][C:36]1[CH:37]=[CH:38][CH:39]=[CH:40][CH:41]=1)=[O:34])[CH3:1].[Ca+2:49], predict the reactants needed to synthesize it. The reactants are: [CH3:1][CH:2]([C:4]1[N:8]([CH2:9][CH2:10][C@@H:11]([OH:19])[CH2:12][C@@H:13]([OH:18])[CH2:14][C:15]([O-:17])=[O:16])[C:7]([C:20]2[CH:25]=[CH:24][C:23]([F:26])=[CH:22][CH:21]=2)=[C:6]([C:27]2[CH:32]=[CH:31][CH:30]=[CH:29][CH:28]=2)[C:5]=1[C:33]([NH:35][C:36]1[CH:41]=[CH:40][CH:39]=[CH:38][CH:37]=1)=[O:34])[CH3:3].[Na+].O.O.C([O-])(=O)C.[Ca+2:49].C([O-])(=O)C.